From a dataset of Catalyst prediction with 721,799 reactions and 888 catalyst types from USPTO. Predict which catalyst facilitates the given reaction. (1) Reactant: [N:1]1[CH:6]=[CH:5][CH:4]=[C:3]([CH:7]=O)[CH:2]=1.[C:9]([O-:12])(=[O:11])[CH3:10].[NH4+:13].C(O)(=O)CC(O)=O. Product: [NH2:13][CH:7]([C:3]1[CH:2]=[N:1][CH:6]=[CH:5][CH:4]=1)[CH2:10][C:9]([OH:12])=[O:11]. The catalyst class is: 41. (2) Reactant: [OH:1][CH:2]1[CH2:7][CH2:6][N:5]([C:8]([O:10][C:11]([CH3:14])([CH3:13])[CH3:12])=[O:9])[CH2:4][CH2:3]1.Cl[C:16]1[N:21]=[CH:20][C:19]([C:22](=[O:24])[CH3:23])=[CH:18][CH:17]=1.O. Product: [C:11]([O:10][C:8]([N:5]1[CH2:4][CH2:3][CH:2]([O:1][C:16]2[CH:17]=[CH:18][C:19]([C:22](=[O:24])[CH3:23])=[CH:20][N:21]=2)[CH2:7][CH2:6]1)=[O:9])([CH3:14])([CH3:13])[CH3:12]. The catalyst class is: 16.